From a dataset of Full USPTO retrosynthesis dataset with 1.9M reactions from patents (1976-2016). Predict the reactants needed to synthesize the given product. Given the product [Cl:1][C:2]1[CH:7]=[CH:6][C:5]([C:8]2[N:12]([CH:13]3[CH2:15][CH2:14]3)[C:11](=[O:16])[N:10]([CH2:17][C:18]3[NH:34][C:33]([CH2:32][CH2:31][C:27]4[CH:28]=[CH:29][CH:30]=[C:25]([C:24]([F:23])([F:37])[F:36])[CH:26]=4)=[N:21][N:20]=3)[N:9]=2)=[CH:4][CH:3]=1, predict the reactants needed to synthesize it. The reactants are: [Cl:1][C:2]1[CH:7]=[CH:6][C:5]([C:8]2[N:12]([CH:13]3[CH2:15][CH2:14]3)[C:11](=[O:16])[N:10]([CH2:17][C:18]([NH:20][NH2:21])=O)[N:9]=2)=[CH:4][CH:3]=1.Cl.[F:23][C:24]([F:37])([F:36])[C:25]1[CH:26]=[C:27]([CH2:31][CH2:32][C:33](=N)[NH2:34])[CH:28]=[CH:29][CH:30]=1.